Binary Classification. Given a miRNA mature sequence and a target amino acid sequence, predict their likelihood of interaction. From a dataset of Experimentally validated miRNA-target interactions with 360,000+ pairs, plus equal number of negative samples. (1) The miRNA is mmu-miR-669m-5p with sequence UGUGUGCAUGUGCAUGUGUGUAU. The protein sequence of the target gene is MSLAASAGRGPGTMWSPTHVQVTVLQARGLRAKGPGGTSDAYAVIQVGKEKYATSVSERSLGAPVWREEATFELPPLLSSGAAPAAAATLQLTVLHRALLGLDKFLGRAEVDLRELHRDQGRRKKQWYTLKSKPGKKDKERGEIEVDIQFMRNNMTASMFDLSMKDKSRNPFGKLKDKIKGKNKDSASDTASAIVPSVTPSVDSDDESFSKDKKKKSKIKTLFSKSSLQKTPLSQSMSVLPTSKSDKVLLRAGDFQSQWDDDAHEDESSSASDVMSHKRTSSTDQQPNQSNFSLPKKEGL.... Result: 1 (interaction). (2) The miRNA is hsa-miR-507 with sequence UUUUGCACCUUUUGGAGUGAA. The protein sequence of the target gene is MHQKLLKSAHYIELGSYQYWPVLVPRGIRLYTYEQIPGSLKDNPYITDGYRAYLPSRLCIKSLFILSNETVNIWSHLLGFFLFFTLGIYDMTSVLPSASASREDFVICSICLFCFQVCMLCSVGYHLFSCHRSEKTCRRWMALDYAGISIGILGCYVSGVFYAFYCNNYWRQVYLITVLAMILAVFFAQIHPNYLTQQWQRLRSIIFCSVSGYGVIPTLHWVWLNGGIGAPIVQDFAPRVIVMYMIALLAFLFYISKVPERYFPGQLNYLGSSHQIWHILAVVMLYWWHQSTVYVMQYRH.... Result: 1 (interaction). (3) The miRNA is bmo-miR-281-3p with sequence ACUGUCAUGGAGUUGCUCUCUU. Result: 0 (no interaction). The protein sequence of the target gene is MSEQERETEEDEGVASDTAPMLPRRRPTDYHISVLAPILATRGLGTLVLSGRALVGFLLHLLLPGTVFLLVLLPAAAVVYLGFLCHSRVHPAPGPRCRALLSDRGSAALIVFGLLSLPPLVVLAAAARSLLVRRLRPALPDPARTPAPRRPPRSSGDLADGHPDEDKQLCAWV. (4) The miRNA is hsa-miR-376b-3p with sequence AUCAUAGAGGAAAAUCCAUGUU. The protein sequence of the target gene is MSRKIEGFLLLLLFGYEATLGLSSTEDEGEDPWYQKACKCDCQGGPNALWSAGATSLDCIPECPYHKPLGFESGEVTPDQITCSNPEQYVGWYSSWTANKARLNSQGFGCAWLSKFQDSSQWLQIDLKEIKVISGILTQGRCDIDEWMTKYSVQYRTDERLNWIYYKDQTGNNRVFYGNSDRTSTVQNLLRPPIISRFIRLIPLGWHVRIAIRMELLECVSKCA. Result: 1 (interaction).